From a dataset of Reaction yield outcomes from USPTO patents with 853,638 reactions. Predict the reaction yield, written as a fraction of the theoretical maximum amount of product (1.0 means a 100% yield; for example, 0.34 means a 34% yield). The reactants are S1([C:12]2[C:7](=[CH:8][CH:9]=[CH:10][CH:11]=2)[C:5](=O)[NH:4]1)(=O)=O.[C:13]([Mg]Br)#[C:14][CH3:15].C1C[O:21]CC1. The catalyst is [Cl-].[Cl-].[Zn+2].C1C=CC([P]([Pd]([P](C2C=CC=CC=2)(C2C=CC=CC=2)C2C=CC=CC=2)([P](C2C=CC=CC=2)(C2C=CC=CC=2)C2C=CC=CC=2)[P](C2C=CC=CC=2)(C2C=CC=CC=2)C2C=CC=CC=2)(C2C=CC=CC=2)C2C=CC=CC=2)=CC=1.[Cu]I. The product is [CH3:15][C:14]1[O:21][C:10]2[CH:11]=[CH:12][C:7]([C:5]#[N:4])=[CH:8][C:9]=2[CH:13]=1. The yield is 0.910.